This data is from Full USPTO retrosynthesis dataset with 1.9M reactions from patents (1976-2016). The task is: Predict the reactants needed to synthesize the given product. (1) Given the product [CH2:6]([O:5][C:3]([N:8]1[CH2:9][CH2:10][C:11](=[O:14])[CH:12]([Br:1])[CH2:13]1)=[O:4])[CH3:7], predict the reactants needed to synthesize it. The reactants are: [Br:1]Br.[C:3]([N:8]1[CH2:13][CH2:12][C:11](=[O:14])[CH2:10][CH2:9]1)([O:5][CH2:6][CH3:7])=[O:4].Br. (2) Given the product [CH3:1][O:2][C:3]1[CH:4]=[C:5]([C@H:9]([NH:11][CH2:12][C:13]#[C:14][C:20]2[CH:21]=[CH:16][CH:17]=[C:18]([C:22]3([F:28])[CH2:27][CH2:26][O:25][CH2:24][CH2:23]3)[CH:19]=2)[CH3:10])[CH:6]=[CH:7][CH:8]=1, predict the reactants needed to synthesize it. The reactants are: [CH3:1][O:2][C:3]1[CH:4]=[C:5]([CH:9]([NH:11][CH2:12][C:13]#[CH:14])[CH3:10])[CH:6]=[CH:7][CH:8]=1.Br[C:16]1[CH:17]=[C:18]([C:22]2([F:28])[CH2:27][CH2:26][O:25][CH2:24][CH2:23]2)[CH:19]=[CH:20][CH:21]=1. (3) Given the product [N:13]1[CH:14]=[CH:15][CH:16]=[CH:17][C:12]=1[CH2:11][O:10][C:7]1[CH:6]=[CH:5][C:4]([C:3]([N:19]2[CH2:23][CH2:22][CH2:21][C@@H:20]2[CH2:24][N:25]2[CH2:29][CH2:28][CH2:27][CH2:26]2)=[O:18])=[CH:9][CH:8]=1, predict the reactants needed to synthesize it. The reactants are: CO[C:3](=[O:18])[C:4]1[CH:9]=[CH:8][C:7]([O:10][CH2:11][C:12]2[CH:17]=[CH:16][CH:15]=[CH:14][N:13]=2)=[CH:6][CH:5]=1.[NH:19]1[CH2:23][CH2:22][CH2:21][C@@H:20]1[CH2:24][N:25]1[CH2:29][CH2:28][CH2:27][CH2:26]1. (4) Given the product [N:23]1([CH2:30][CH2:31][O:32][C:33]2[CH:38]=[CH:37][C:36]([CH2:39][CH2:40][NH:9][C:7]3[CH:8]=[C:3]([O:2][CH3:1])[CH:4]=[CH:5][C:6]=3[CH:10]3[CH2:19][CH2:18][C:17]4[C:12](=[CH:13][CH:14]=[C:15]([O:20][CH3:21])[CH:16]=4)[CH2:11]3)=[CH:35][CH:34]=2)[CH2:29][CH2:28][CH2:27][CH2:26][CH2:25][CH2:24]1, predict the reactants needed to synthesize it. The reactants are: [CH3:1][O:2][C:3]1[CH:4]=[CH:5][C:6]([CH:10]2[CH2:19][CH2:18][C:17]3[C:12](=[CH:13][CH:14]=[C:15]([O:20][CH3:21])[CH:16]=3)[CH2:11]2)=[C:7]([NH2:9])[CH:8]=1.Cl.[N:23]1([CH2:30][CH2:31][O:32][C:33]2[CH:38]=[CH:37][C:36]([CH2:39][C:40](O)=O)=[CH:35][CH:34]=2)[CH2:29][CH2:28][CH2:27][CH2:26][CH2:25][CH2:24]1.